Task: Regression. Given a peptide amino acid sequence and an MHC pseudo amino acid sequence, predict their binding affinity value. This is MHC class I binding data.. Dataset: Peptide-MHC class I binding affinity with 185,985 pairs from IEDB/IMGT (1) The peptide sequence is MMHASTSPF. The MHC is HLA-A26:01 with pseudo-sequence HLA-A26:01. The binding affinity (normalized) is 0.269. (2) The peptide sequence is APTLHRLGI. The MHC is HLA-B15:09 with pseudo-sequence HLA-B15:09. The binding affinity (normalized) is 0.0847. (3) The peptide sequence is VVSSCTRM. The MHC is Mamu-B08 with pseudo-sequence Mamu-B08. The binding affinity (normalized) is 0. (4) The peptide sequence is ETINEEAADW. The MHC is HLA-B42:01 with pseudo-sequence HLA-B42:01. The binding affinity (normalized) is 0.107. (5) The binding affinity (normalized) is 0.160. The MHC is HLA-A24:02 with pseudo-sequence HLA-A24:02. The peptide sequence is VWLGRTVSTS.